Predict which catalyst facilitates the given reaction. From a dataset of Catalyst prediction with 721,799 reactions and 888 catalyst types from USPTO. (1) Reactant: [CH3:1][C:2]1[CH:3]=[C:4]([C:8]([C:10]2[CH:11]=[N:12][CH:13]=[CH:14][C:15]=2[CH3:16])=O)[O:5][C:6]=1[CH3:7].[NH3:17]. Product: [CH3:1][C:2]1[CH:3]=[C:4]([OH:5])[C:8]([C:10]2[CH:11]=[N:12][CH:13]=[CH:14][C:15]=2[CH3:16])=[N:17][C:6]=1[CH3:7]. The catalyst class is: 5. (2) Reactant: C[O:2][C:3]1[C:11]([O:12]C)=[C:10]([O:14][CH3:15])[CH:9]=[CH:8][C:4]=1[C:5]([OH:7])=[O:6].I.[OH-].[Na+]. Product: [OH:2][C:3]1[C:11]([OH:12])=[C:10]([O:14][CH3:15])[CH:9]=[CH:8][C:4]=1[C:5]([OH:7])=[O:6]. The catalyst class is: 15. (3) Reactant: [C:1]([O:5][C:6]([N:8]1[CH2:12][C@H:11]([S:13]([C:16]2[CH:21]=[CH:20][C:19]([CH3:22])=[CH:18][C:17]=2[CH3:23])(=[O:15])=[O:14])[CH2:10][C@H:9]1[C:24]([OH:26])=O)=[O:7])([CH3:4])([CH3:3])[CH3:2].Cl.Cl.[NH2:29][C@@H:30]([CH2:39][CH3:40])[C@H:31]([OH:38])[C:32]([NH:34][CH:35]1[CH2:37][CH2:36]1)=[O:33].C(N(CC)C(C)C)(C)C.CN(C(ON1N=NC2C=CC=NC1=2)=[N+](C)C)C.F[P-](F)(F)(F)(F)F. Product: [CH:35]1([NH:34][C:32](=[O:33])[C:31](=[O:38])[C@@H:30]([NH:29][C:24]([C@@H:9]2[CH2:10][C@@H:11]([S:13]([C:16]3[CH:21]=[CH:20][C:19]([CH3:22])=[CH:18][C:17]=3[CH3:23])(=[O:15])=[O:14])[CH2:12][N:8]2[C:6]([O:5][C:1]([CH3:2])([CH3:3])[CH3:4])=[O:7])=[O:26])[CH2:39][CH3:40])[CH2:37][CH2:36]1. The catalyst class is: 3. (4) Reactant: [N+]([C:4]1[CH:33]=[CH:32][CH:31]=[CH:30][C:5]=1[C:6]([NH:8][CH:9]([C:11]1[N:16]=[N:15][C:14]([NH:17][C:18]2[CH:23]=[C:22]([O:24][CH3:25])[C:21]([O:26][CH3:27])=[C:20]([O:28][CH3:29])[CH:19]=2)=[N:13][CH:12]=1)[CH3:10])=[O:7])([O-])=O.NC(C1N=NC(NC2C=[C:48]([O:50]C)C(OC)=C(OC)C=2)=NC=1)C.COC1C=CC=CC=1C(Cl)=O.C(N(CC)CC)C. Product: [CH3:48][O:50][C:4]1[CH:33]=[CH:32][CH:31]=[CH:30][C:5]=1[C:6]([NH:8][CH:9]([C:11]1[N:16]=[N:15][C:14]([NH:17][C:18]2[CH:23]=[C:22]([O:24][CH3:25])[C:21]([O:26][CH3:27])=[C:20]([O:28][CH3:29])[CH:19]=2)=[N:13][CH:12]=1)[CH3:10])=[O:7]. The catalyst class is: 7.